From a dataset of Catalyst prediction with 721,799 reactions and 888 catalyst types from USPTO. Predict which catalyst facilitates the given reaction. (1) Product: [NH:7]1[C:8]2=[N:9][CH:10]=[CH:11][CH:12]=[C:13]2[C:5]([CH2:4][NH2:1])=[CH:6]1. The catalyst class is: 99. Reactant: [N:1]([CH2:4][C:5]1[C:13]2[C:8](=[N:9][CH:10]=[CH:11][CH:12]=2)[NH:7][CH:6]=1)=[N+]=[N-]. (2) Reactant: [OH:1][CH2:2][C:3]1[N:8]=[C:7]([NH:9][C:10](=[O:12])[O-:11])[CH:6]=[CH:5][CH:4]=1.[CH3:13][C:14]([CH3:17])([O-])[CH3:15].[K+].Br[CH2:20][CH2:21][CH:22]1[CH2:27][CH2:26][CH2:25][CH2:24][CH2:23]1. Product: [CH:22]1([CH2:21][CH2:20][N:9]([C:7]2[CH:6]=[CH:5][CH:4]=[C:3]([CH2:2][OH:1])[N:8]=2)[C:10](=[O:11])[O:12][C:14]([CH3:17])([CH3:15])[CH3:13])[CH2:27][CH2:26][CH2:25][CH2:24][CH2:23]1. The catalyst class is: 248. (3) Reactant: [CH3:1][CH2:2][C:3]1[CH:4]=[CH:5][C:6]([C:9]([CH:11]([CH2:13][N:14]2[CH2:19][CH2:18][CH2:17][CH2:16][CH2:15]2)[CH3:12])=[O:10])=[CH:7][CH:8]=1.[C:20]([OH:27])(=[O:26])[CH2:21][CH2:22][C:23]([OH:25])=[O:24].O1CCCC1. Product: [CH3:1][CH2:2][C:3]1[CH:8]=[CH:7][C:6]([C:9]([CH:11]([CH2:13][N:14]2[CH2:19][CH2:18][CH2:17][CH2:16][CH2:15]2)[CH3:12])=[O:10])=[CH:5][CH:4]=1.[C:20]([O-:27])(=[O:26])[CH2:21][CH2:22][C:23]([O-:25])=[O:24]. The catalyst class is: 27. (4) Reactant: [Cl:1][C:2]1[CH:3]=[C:4]2[C:10]([C:11]3[N:16]=[C:15]([NH:17][C@H:18]4[CH2:22][CH2:21][N:20](C(OC(C)(C)C)=O)[CH2:19]4)[C:14]([F:30])=[CH:13][N:12]=3)=[CH:9][N:8]([S:31]([C:34]3[CH:39]=[CH:38][C:37]([CH3:40])=[CH:36][CH:35]=3)(=[O:33])=[O:32])[C:5]2=[N:6][CH:7]=1.Cl. Product: [Cl:1][C:2]1[CH:3]=[C:4]2[C:10]([C:11]3[N:16]=[C:15]([NH:17][C@H:18]4[CH2:22][CH2:21][NH:20][CH2:19]4)[C:14]([F:30])=[CH:13][N:12]=3)=[CH:9][N:8]([S:31]([C:34]3[CH:39]=[CH:38][C:37]([CH3:40])=[CH:36][CH:35]=3)(=[O:33])=[O:32])[C:5]2=[N:6][CH:7]=1. The catalyst class is: 1.